From a dataset of HIV replication inhibition screening data with 41,000+ compounds from the AIDS Antiviral Screen. Binary Classification. Given a drug SMILES string, predict its activity (active/inactive) in a high-throughput screening assay against a specified biological target. The compound is CC(=O)N1N=C(c2ccccc2Nc2ccccc2C2=NN(C(C)=O)C(c3ccccc3)O2)OC1c1ccccc1. The result is 0 (inactive).